This data is from Reaction yield outcomes from USPTO patents with 853,638 reactions. The task is: Predict the reaction yield, written as a fraction of the theoretical maximum amount of product (1.0 means a 100% yield; for example, 0.34 means a 34% yield). The reactants are [NH2:1][CH:2]1[CH:11]([CH2:12][C:13]2[CH:18]=[CH:17][C:16]([Cl:19])=[C:15]([Cl:20])[CH:14]=2)[C:10]2[CH:9]=[C:8]([OH:21])[CH:7]=[CH:6][C:5]=2[CH2:4][CH2:3]1.Br[CH2:23][CH:24]([F:28])[CH2:25][CH2:26]Br.C(N(CC)CC)C.O. The catalyst is C(#N)C.C(OC(=O)C)C. The product is [Cl:20][C:15]1[CH:14]=[C:13]([CH:18]=[CH:17][C:16]=1[Cl:19])[CH2:12][CH:11]1[C:10]2[CH:9]=[C:8]([OH:21])[CH:7]=[CH:6][C:5]=2[CH2:4][CH2:3][CH:2]1[N:1]1[CH2:26][CH2:25][CH:24]([F:28])[CH2:23]1. The yield is 0.390.